Predict the reactants needed to synthesize the given product. From a dataset of Full USPTO retrosynthesis dataset with 1.9M reactions from patents (1976-2016). The reactants are: [F:1][C:2]([F:24])([F:23])[C:3]1[C:11]2[CH2:10][CH2:9][CH2:8][CH2:7][C:6]=2[N:5]([CH2:12][C:13]2[CH:14]=[C:15]([CH:20]=[CH:21][CH:22]=2)[C:16]([O:18]C)=[O:17])[N:4]=1.[OH-].[Na+]. Given the product [F:24][C:2]([F:1])([F:23])[C:3]1[C:11]2[CH2:10][CH2:9][CH2:8][CH2:7][C:6]=2[N:5]([CH2:12][C:13]2[CH:14]=[C:15]([CH:20]=[CH:21][CH:22]=2)[C:16]([OH:18])=[O:17])[N:4]=1, predict the reactants needed to synthesize it.